Dataset: Full USPTO retrosynthesis dataset with 1.9M reactions from patents (1976-2016). Task: Predict the reactants needed to synthesize the given product. (1) Given the product [ClH:13].[F:1][C:2]([F:11])([F:12])[O:3][C:4]1[CH:5]=[C:6]([N:7]2[CH2:19][CH2:20][NH:21][CH2:25][C:26]2=[O:27])[CH:8]=[CH:9][CH:10]=1.[ClH:13].[ClH:13].[F:1][C:2]([F:11])([F:12])[O:3][C:4]1[CH:5]=[C:6]([N:7]2[CH2:19][CH2:20][N:21]([CH2:26][C:25]3[N:21]([CH2:20][C:19]4[CH:28]=[CH:29][C:16]([C:14]#[N:15])=[C:17]([O:30][CH3:31])[CH:18]=4)[CH:22]=[N:23][CH:24]=3)[CH2:25][C:26]2=[O:27])[CH:8]=[CH:9][CH:10]=1, predict the reactants needed to synthesize it. The reactants are: [F:1][C:2]([F:12])([F:11])[O:3][C:4]1[CH:5]=[C:6]([CH:8]=[CH:9][CH:10]=1)[NH2:7].[ClH:13].[C:14]([C:16]1[CH:29]=[CH:28][C:19]([CH2:20][N:21]2[C:25]([CH:26]=[O:27])=[CH:24][N:23]=[CH:22]2)=[CH:18][C:17]=1[O:30][CH3:31])#[N:15]. (2) Given the product [Cl:29][C:24]1[CH:25]=[CH:26][CH:27]=[CH:28][C:23]=1[CH2:22][O:21][C:19](=[O:20])[NH:18][C:16]1[CH:15]=[N:14][N:13]([CH2:12][C:9]2[O:8][C:7]([CH2:5][OH:4])=[CH:11][CH:10]=2)[CH:17]=1, predict the reactants needed to synthesize it. The reactants are: N#N.C[O:4][C:5]([C:7]1[O:8][C:9]([CH2:12][N:13]2[CH:17]=[C:16]([NH:18][C:19]([O:21][CH2:22][C:23]3[CH:28]=[CH:27][CH:26]=[CH:25][C:24]=3[Cl:29])=[O:20])[CH:15]=[N:14]2)=[CH:10][CH:11]=1)=O.[BH4-].[Na+]. (3) Given the product [C:1]([C:5]1[N:9]([CH2:10][CH:11]2[CH2:16][CH2:15][O:14][CH2:13][CH2:12]2)[C:8]2[CH:17]=[CH:18][C:19]([S:21]([NH:31][CH:25]3[CH2:30][CH2:29][CH2:28][CH2:27][CH2:26]3)(=[O:23])=[O:22])=[CH:20][C:7]=2[N:6]=1)([CH3:4])([CH3:3])[CH3:2], predict the reactants needed to synthesize it. The reactants are: [C:1]([C:5]1[N:9]([CH2:10][CH:11]2[CH2:16][CH2:15][O:14][CH2:13][CH2:12]2)[C:8]2[CH:17]=[CH:18][C:19]([S:21](Cl)(=[O:23])=[O:22])=[CH:20][C:7]=2[N:6]=1)([CH3:4])([CH3:3])[CH3:2].[CH:25]1([NH2:31])[CH2:30][CH2:29][CH2:28][CH2:27][CH2:26]1. (4) The reactants are: [C:1]([C:3]1[CH:4]=[N:5][CH:6]=[CH:7][C:8]=1[C:9]1[CH:26]=[CH:25][C:12]([C:13]([N:15]([CH:22]2[CH2:24][CH2:23]2)[CH:16]2[CH2:21][CH2:20][NH:19][CH2:18][CH2:17]2)=[O:14])=[CH:11][CH:10]=1)#[N:2].[N+](C1C=CC([O:36][C:37](=O)[O:38][C:39]2([CH3:42])[CH2:41][CH2:40]2)=CC=1)([O-])=O.C(N(CC)C(C)C)(C)C.[OH-].[Na+]. Given the product [CH3:42][C:39]1([O:38][C:37]([N:19]2[CH2:18][CH2:17][CH:16]([N:15]([C:13](=[O:14])[C:12]3[CH:11]=[CH:10][C:9]([C:8]4[CH:7]=[CH:6][N:5]=[CH:4][C:3]=4[C:1]#[N:2])=[CH:26][CH:25]=3)[CH:22]3[CH2:24][CH2:23]3)[CH2:21][CH2:20]2)=[O:36])[CH2:41][CH2:40]1, predict the reactants needed to synthesize it.